This data is from Peptide-MHC class I binding affinity with 185,985 pairs from IEDB/IMGT. The task is: Regression. Given a peptide amino acid sequence and an MHC pseudo amino acid sequence, predict their binding affinity value. This is MHC class I binding data. The peptide sequence is GQRKGAGSVF. The MHC is HLA-A24:02 with pseudo-sequence HLA-A24:02. The binding affinity (normalized) is 0.168.